From a dataset of Forward reaction prediction with 1.9M reactions from USPTO patents (1976-2016). Predict the product of the given reaction. (1) Given the reactants [CH3:1][N:2]([CH2:4][C:5]1[O:9][C:8]([CH2:10][S:11][CH2:12][CH2:13][NH:14][C:15]([NH:20][CH3:21])=[CH:16][N+:17]([O-:19])=[O:18])=[CH:7][CH:6]=1)[CH3:3].[ClH:22].O, predict the reaction product. The product is: [ClH:22].[CH3:3][N:2]([CH2:4][C:5]1[O:9][C:8]([CH2:10][S:11][CH2:12][CH2:13][NH:14][C:15]([NH:20][CH3:21])=[CH:16][N+:17]([O-:19])=[O:18])=[CH:7][CH:6]=1)[CH3:1]. (2) Given the reactants C[O:2][C:3](=O)[CH2:4][CH2:5][S:6]([C:9]1[CH:10]=[N:11][CH:12]=[C:13]([CH:15]([NH:19][C:20]([C:22]2[CH:23]=[N:24][N:25]([C:28]3[CH:33]=[CH:32][C:31]([Cl:34])=[CH:30][CH:29]=3)[C:26]=2[CH3:27])=[O:21])[CH2:16][CH2:17][CH3:18])[CH:14]=1)(=[O:8])=[O:7].[BH4-].[Li+], predict the reaction product. The product is: [OH:2][CH2:3][CH2:4][CH2:5][S:6]([C:9]1[CH:14]=[C:13]([CH:15]([NH:19][C:20]([C:22]2[CH:23]=[N:24][N:25]([C:28]3[CH:29]=[CH:30][C:31]([Cl:34])=[CH:32][CH:33]=3)[C:26]=2[CH3:27])=[O:21])[CH2:16][CH2:17][CH3:18])[CH:12]=[N:11][CH:10]=1)(=[O:8])=[O:7]. (3) Given the reactants [Cl:1][C:2]1[CH:7]=[CH:6][C:5]([C:8]2[CH:9]=[CH:10][C:11]([CH3:15])=[C:12]([CH:14]=2)N)=[CH:4][CH:3]=1.N([O-])=O.[Na+].[BrH:20], predict the reaction product. The product is: [Cl:1][C:2]1[CH:7]=[CH:6][C:5]([C:8]2[CH:9]=[CH:10][C:11]([CH3:15])=[C:12]([Br:20])[CH:14]=2)=[CH:4][CH:3]=1. (4) The product is: [CH3:1][O:2][C:3](=[O:48])[CH:4]([NH:28][C:71]([O:73][C:74]([CH3:75])([CH3:76])[CH3:77])=[O:72])[CH2:5][O:6][C:7]1[CH:8]=[CH:9][C:10]([CH2:13][CH2:14][CH2:15][CH2:16][NH:17][C:18]([O:20][CH2:21][C:22]2[CH:23]=[CH:24][CH:25]=[CH:26][CH:27]=2)=[O:19])=[CH:11][CH:12]=1. Given the reactants [CH3:1][O:2][C:3](=[O:48])[CH:4]([NH:28]C(C1C=CC=CC=1)(C1C=CC=CC=1)C1C=CC=CC=1)[CH2:5][O:6][C:7]1[CH:12]=[CH:11][C:10]([CH2:13][CH2:14][CH2:15][CH2:16][NH:17][C:18]([O:20][CH2:21][C:22]2[CH:27]=[CH:26][CH:25]=[CH:24][CH:23]=2)=[O:19])=[CH:9][CH:8]=1.FC(F)(F)C(O)=O.C(N(CC)CC)C.[C:71](O[C:71]([O:73][C:74]([CH3:77])([CH3:76])[CH3:75])=[O:72])([O:73][C:74]([CH3:77])([CH3:76])[CH3:75])=[O:72], predict the reaction product. (5) The product is: [CH:13]([N:11]1[CH2:12][CH:8]2[CH:7]([CH2:17][O:18][CH3:19])[CH:6]([NH:5][C:3](=[O:4])[CH2:2][NH:1][C:21]3[C:30]4[C:25](=[CH:26][CH:27]=[C:28]([C:31]([F:33])([F:34])[F:32])[CH:29]=4)[N:24]=[CH:23][N:22]=3)[CH2:16][CH:9]2[CH2:10]1)([CH3:14])[CH3:15]. Given the reactants [NH2:1][CH2:2][C:3]([NH:5][CH:6]1[CH2:16][CH:9]2[CH2:10][N:11]([CH:13]([CH3:15])[CH3:14])[CH2:12][CH:8]2[CH:7]1[CH2:17][O:18][CH3:19])=[O:4].Cl[C:21]1[C:30]2[C:25](=[CH:26][CH:27]=[C:28]([C:31]([F:34])([F:33])[F:32])[CH:29]=2)[N:24]=[CH:23][N:22]=1.C(N(CC)CC)C, predict the reaction product. (6) Given the reactants [CH2:1]([O:5][C:6]1[CH:11]=[CH:10][C:9]([CH3:12])=[CH:8][C:7]=1[C:13]1[N:21]([CH2:22][C:23]2[CH:28]=[CH:27][C:26]([Cl:29])=[CH:25][CH:24]=2)[C:20]2[C:15](=[N:16][C:17](Cl)=[N:18][C:19]=2[NH:30][C@@H:31]([CH:33]2[CH2:35][CH2:34]2)[CH3:32])[N:14]=1)[CH2:2][CH:3]=[CH2:4].[C-:37]#[N:38].[Na+].O, predict the reaction product. The product is: [CH2:1]([O:5][C:6]1[CH:11]=[CH:10][C:9]([CH3:12])=[CH:8][C:7]=1[C:13]1[N:21]([CH2:22][C:23]2[CH:24]=[CH:25][C:26]([Cl:29])=[CH:27][CH:28]=2)[C:20]2[C:15](=[N:16][C:17]([C:37]#[N:38])=[N:18][C:19]=2[NH:30][C@@H:31]([CH:33]2[CH2:34][CH2:35]2)[CH3:32])[N:14]=1)[CH2:2][CH:3]=[CH2:4]. (7) Given the reactants [C:1]([NH:9][NH:10][C:11](=[O:45])[CH2:12][CH2:13][C:14]1[CH:19]=[CH:18][C:17]([CH:20]2[CH2:25][CH2:24][N:23]([C:26]([O:28][C:29]([CH3:32])([CH3:31])[CH3:30])=[O:27])[CH2:22][CH:21]2[O:33][CH2:34][C:35]2[CH:44]=[CH:43][C:42]3[C:37](=[CH:38][CH:39]=[CH:40][CH:41]=3)[CH:36]=2)=[CH:16][CH:15]=1)(=O)[C:2]1[CH:7]=[CH:6][CH:5]=[CH:4][CH:3]=1.[F-].C([N+](CCCC)(CCCC)CCCC)CCC.C(Cl)Cl.O, predict the reaction product. The product is: [CH:36]1[C:37]2[C:42](=[CH:41][CH:40]=[CH:39][CH:38]=2)[CH:43]=[CH:44][C:35]=1[CH2:34][O:33][CH:21]1[CH:20]([C:17]2[CH:16]=[CH:15][C:14]([CH2:13][CH2:12][C:11]3[O:45][C:1]([C:2]4[CH:3]=[CH:4][CH:5]=[CH:6][CH:7]=4)=[N:9][N:10]=3)=[CH:19][CH:18]=2)[CH2:25][CH2:24][N:23]([C:26]([O:28][C:29]([CH3:31])([CH3:30])[CH3:32])=[O:27])[CH2:22]1. (8) Given the reactants [C:1]([O:8][CH3:9])(=[O:7])[CH2:2][C:3]([O:5][CH3:6])=[O:4].[CH3:10][CH2:11][C:12](=O)[CH2:13][CH3:14].N1C=CC=CC=1.ClCCl, predict the reaction product. The product is: [CH3:6][O:5][C:3](=[O:4])[C:2](=[C:12]([CH2:13][CH3:14])[CH2:11][CH3:10])[C:1]([O:8][CH3:9])=[O:7].